From a dataset of Catalyst prediction with 721,799 reactions and 888 catalyst types from USPTO. Predict which catalyst facilitates the given reaction. (1) Reactant: [Cl:1][C:2]1[CH:10]=[C:9]([NH:11][CH:12]([CH3:14])[CH3:13])[C:5]([C:6]([OH:8])=O)=[CH:4][N:3]=1.C1CN([P+](ON2N=NC3C=CC=CC2=3)(N2CCCC2)N2CCCC2)CC1.F[P-](F)(F)(F)(F)F.CCN(C(C)C)C(C)C.[C:57]([O:61][C:62](=[O:69])[NH:63][C@@H:64]([CH2:66][CH2:67][NH2:68])[CH3:65])([CH3:60])([CH3:59])[CH3:58]. Product: [C:57]([O:61][C:62](=[O:69])[NH:63][C@@H:64]([CH2:66][CH2:67][NH:68][C:6](=[O:8])[C:5]1[C:9]([NH:11][CH:12]([CH3:14])[CH3:13])=[CH:10][C:2]([Cl:1])=[N:3][CH:4]=1)[CH3:65])([CH3:58])([CH3:59])[CH3:60]. The catalyst class is: 3. (2) Reactant: [CH3:1][C:2]([N:7]1[CH:11]=[C:10]([N+:12]([O-])=O)[C:9]([CH3:15])=[N:8]1)([CH3:6])[C:3]([NH2:5])=[O:4].[H][H]. Product: [NH2:12][C:10]1[C:9]([CH3:15])=[N:8][N:7]([C:2]([CH3:1])([CH3:6])[C:3]([NH2:5])=[O:4])[CH:11]=1. The catalyst class is: 19. (3) Reactant: [CH2:1]([NH:8][CH2:9][CH2:10][C:11]([C:23]1[CH:28]=[CH:27][C:26]([Cl:29])=[C:25]([Cl:30])[CH:24]=1)([OH:22])[CH2:12][O:13][C:14]1[CH:19]=[CH:18][C:17]([O:20][CH3:21])=[CH:16][CH:15]=1)[C:2]1[CH:7]=[CH:6][CH:5]=[CH:4][CH:3]=1.C(N(CC)CC)C.[Cl:38][CH2:39][C:40](Cl)=[O:41]. Product: [CH2:1]([N:8]([CH2:9][CH2:10][C:11]([C:23]1[CH:28]=[CH:27][C:26]([Cl:29])=[C:25]([Cl:30])[CH:24]=1)([OH:22])[CH2:12][O:13][C:14]1[CH:19]=[CH:18][C:17]([O:20][CH3:21])=[CH:16][CH:15]=1)[C:40](=[O:41])[CH2:39][Cl:38])[C:2]1[CH:3]=[CH:4][CH:5]=[CH:6][CH:7]=1. The catalyst class is: 20. (4) Reactant: [F:1][C:2]1[CH:3]=[C:4]([C:16]2[CH:21]=[CH:20][C:19]([C:22]([F:25])([F:24])[F:23])=[CH:18][CH:17]=2)[CH:5]=[C:6]([N+:13]([O-])=O)[C:7]=1[NH:8][S:9]([NH2:12])(=[O:11])=[O:10]. Product: [NH2:13][C:6]1[CH:5]=[C:4]([C:16]2[CH:17]=[CH:18][C:19]([C:22]([F:25])([F:24])[F:23])=[CH:20][CH:21]=2)[CH:3]=[C:2]([F:1])[C:7]=1[NH:8][S:9]([NH2:12])(=[O:11])=[O:10]. The catalyst class is: 43. (5) Reactant: [CH2:1]([C@@:4]1([O:26][CH2:27][C:28]2[CH:33]=[CH:32][CH:31]=[CH:30][CH:29]=2)[C@@H:12]([CH2:13][O:14][CH2:15][C:16]2[CH:21]=[CH:20][CH:19]=[CH:18][CH:17]=2)[O:11][CH:6](OC(=O)C)[C@@H:5]1[O:22][C:23](=[O:25])[CH3:24])[CH:2]=[CH2:3].[NH:34]1[CH:42]=[C:40]([CH3:41])[C:38](=[O:39])[NH:37][C:35]1=[O:36].C/C(/O[Si](C)(C)C)=N\[Si](C)(C)C.O([Si](C)(C)C)S(C(F)(F)F)(=O)=O.C(=O)([O-])O.[Na+]. Product: [C:23]([O:22][C@@H:5]1[C@:4]([CH2:1][CH:2]=[CH2:3])([O:26][CH2:27][C:28]2[CH:29]=[CH:30][CH:31]=[CH:32][CH:33]=2)[C@@H:12]([CH2:13][O:14][CH2:15][C:16]2[CH:21]=[CH:20][CH:19]=[CH:18][CH:17]=2)[O:11][C@H:6]1[N:34]1[CH:42]=[C:40]([CH3:41])[C:38](=[O:39])[NH:37][C:35]1=[O:36])(=[O:25])[CH3:24]. The catalyst class is: 10. (6) The catalyst class is: 8. Product: [C:1]1([CH:8]=[CH:7][CH:6]=[C:4]([OH:5])[C:3]=1[CH:9]=[O:10])[OH:2]. Reactant: [C:1]1([CH:8]=[CH:7][CH:6]=[C:4]([OH:5])[CH:3]=1)[OH:2].[CH2:9]=[O:10].O.Cl. (7) The catalyst class is: 491. Product: [F:33][C:31]1[CH:30]=[C:29]([F:34])[CH:28]=[C:27]2[C:32]=1[C:23]([NH:1][C:2]1[C:3]([C:14]3[CH:21]=[CH:20][C:17]([C:18]#[N:19])=[CH:16][CH:15]=3)=[N:4][CH:5]=[C:6]([N:8]3[CH2:9][CH2:10][O:11][CH2:12][CH2:13]3)[CH:7]=1)=[C:24]([CH3:41])[C:25]([C:35]1[CH:40]=[CH:39][CH:38]=[CH:37][N:36]=1)=[N:26]2. Reactant: [NH2:1][C:2]1[C:3]([C:14]2[CH:21]=[CH:20][C:17]([C:18]#[N:19])=[CH:16][CH:15]=2)=[N:4][CH:5]=[C:6]([N:8]2[CH2:13][CH2:12][O:11][CH2:10][CH2:9]2)[CH:7]=1.Cl[C:23]1[C:32]2[C:27](=[CH:28][C:29]([F:34])=[CH:30][C:31]=2[F:33])[N:26]=[C:25]([C:35]2[CH:40]=[CH:39][CH:38]=[CH:37][N:36]=2)[C:24]=1[CH3:41].C1(P(C2CCCCC2)C2C=CC=CC=2C2C(C(C)C)=CC(C(C)C)=CC=2C(C)C)CCCCC1.CC(C)([O-])C.[Na+].